Predict the product of the given reaction. From a dataset of Forward reaction prediction with 1.9M reactions from USPTO patents (1976-2016). (1) The product is: [Cl:17][C:18]1[CH:23]=[CH:22][CH:21]=[CH:20][C:19]=1[CH2:24][CH2:25][N:26]([CH2:34][CH2:35][S:36][CH2:37][CH2:38][CH2:39][NH:2][CH2:3][C@H:4]([OH:5])[C:6]1[C:14]2[S:13][C:12](=[O:15])[NH:11][C:10]=2[C:9]([OH:16])=[CH:8][CH:7]=1)[C:27](=[O:33])[O:28][C:29]([CH3:30])([CH3:31])[CH3:32]. Given the reactants Cl.[NH2:2][CH2:3][C@@H:4]([C:6]1[C:14]2[S:13][C:12](=[O:15])[NH:11][C:10]=2[C:9]([OH:16])=[CH:8][CH:7]=1)[OH:5].[Cl:17][C:18]1[CH:23]=[CH:22][CH:21]=[CH:20][C:19]=1[CH2:24][CH2:25][N:26]([CH2:34][CH2:35][S:36][CH2:37][CH2:38][CH:39]=O)[C:27](=[O:33])[O:28][C:29]([CH3:32])([CH3:31])[CH3:30], predict the reaction product. (2) Given the reactants [ClH:1].C[N:3]([CH3:12])CCCN=C=NCC.[OH2:13].O[N:15]1[C:19]2[CH:20]=[CH:21][CH:22]=[CH:23][C:18]=2N=N1.[CH3:24][C:25]1[NH:26][C:27]([C:33]2C=CC=CC=2)=C(C(O)=O)N=1.C(N(CC)CC)C, predict the reaction product. The product is: [ClH:1].[ClH:1].[N:15]1([C:19]2[CH:18]=[C:23]([CH:22]=[CH:21][CH:20]=2)[C:12]([NH2:3])=[O:13])[CH2:24][CH2:25][NH:26][CH2:27][CH2:33]1.